This data is from TCR-epitope binding with 47,182 pairs between 192 epitopes and 23,139 TCRs. The task is: Binary Classification. Given a T-cell receptor sequence (or CDR3 region) and an epitope sequence, predict whether binding occurs between them. (1) The epitope is LPRRSGAAGA. The TCR CDR3 sequence is CASSLLAGLVFDEQFF. Result: 1 (the TCR binds to the epitope). (2) The epitope is SFHSLHLLF. The TCR CDR3 sequence is CASSPDRANTQYF. Result: 1 (the TCR binds to the epitope). (3) The epitope is TPINLVRDL. The TCR CDR3 sequence is CASSLLAGNEQFF. Result: 1 (the TCR binds to the epitope). (4) The epitope is TPRVTGGGAM. The TCR CDR3 sequence is CASSLGSANTDTQYF. Result: 1 (the TCR binds to the epitope). (5) The epitope is GLCTLVAML. The TCR CDR3 sequence is CASSVQGSGTYGYTF. Result: 1 (the TCR binds to the epitope). (6) The epitope is LEPLVDLPI. The TCR CDR3 sequence is CASSQESAGRPLAFF. Result: 1 (the TCR binds to the epitope). (7) The epitope is TSDLATNNLVVMAY. The TCR CDR3 sequence is CASSPTTNEKLFF. Result: 1 (the TCR binds to the epitope). (8) Result: 0 (the TCR does not bind to the epitope). The TCR CDR3 sequence is CSAGTVNSDTEAFF. The epitope is FLRGRAYGL. (9) The epitope is KLGGALQAK. The TCR CDR3 sequence is CASSLAAGWSNEQFF. Result: 1 (the TCR binds to the epitope).